This data is from Full USPTO retrosynthesis dataset with 1.9M reactions from patents (1976-2016). The task is: Predict the reactants needed to synthesize the given product. Given the product [CH3:10][O:9][N:7]([CH3:8])[C:5](=[O:6])[C:4]1[CH:3]=[C:2]([NH:1][C:29](=[O:30])[C:28]([F:39])([F:38])[F:27])[CH:13]=[C:12]([S:14]([F:19])([F:15])([F:16])([F:17])[F:18])[CH:11]=1, predict the reactants needed to synthesize it. The reactants are: [NH2:1][C:2]1[CH:3]=[C:4]([CH:11]=[C:12]([S:14]([F:19])([F:18])([F:17])([F:16])[F:15])[CH:13]=1)[C:5]([N:7]([O:9][CH3:10])[CH3:8])=[O:6].C(N(CC)CC)C.[F:27][C:28]([F:39])([F:38])[C:29](O[C:29](=[O:30])[C:28]([F:39])([F:38])[F:27])=[O:30].C(=O)([O-])O.[Na+].